Dataset: Reaction yield outcomes from USPTO patents with 853,638 reactions. Task: Predict the reaction yield, written as a fraction of the theoretical maximum amount of product (1.0 means a 100% yield; for example, 0.34 means a 34% yield). (1) The reactants are [Cl:1][C:2]1[CH:3]=[C:4]([CH:30]=O)[C:5]2[C:6]([CH:29]=1)=[N:7][N:8]([CH2:10][C:11]([NH:15][C:16](=[O:28])[C:17]1[CH:22]=[CH:21][C:20]([O:23][C:24]([F:27])([F:26])[F:25])=[CH:19][CH:18]=1)([C:13]#[N:14])[CH3:12])[N:9]=2.[CH3:32][NH:33][CH3:34].[B][B][B][B][B][B][B][B][B][B]. The catalyst is CO. The product is [Cl:1][C:2]1[CH:3]=[C:4]([CH2:30][N:33]([CH3:34])[CH3:32])[C:5]2[C:6]([CH:29]=1)=[N:7][N:8]([CH2:10][C:11]([NH:15][C:16](=[O:28])[C:17]1[CH:22]=[CH:21][C:20]([O:23][C:24]([F:25])([F:26])[F:27])=[CH:19][CH:18]=1)([C:13]#[N:14])[CH3:12])[N:9]=2. The yield is 0.520. (2) The reactants are [O:1]=[C:2]1[C:10]2[C:5](=[CH:6][CH:7]=[CH:8][CH:9]=2)[C:4](=[O:11])[N:3]1[CH:12]1[CH2:25][C:15]2[NH:16][C:17]3[CH:18]=[CH:19][C:20]([C:23]#[N:24])=[CH:21][C:22]=3[C:14]=2[CH2:13]1.C(=O)([O-])[O-].[Cs+].[Cs+].Br.Br[CH2:34][C:35]1[CH:40]=[CH:39][CH:38]=[CH:37][N:36]=1.O. The catalyst is CN(C=O)C. The product is [O:11]=[C:4]1[C:5]2[C:10](=[CH:9][CH:8]=[CH:7][CH:6]=2)[C:2](=[O:1])[N:3]1[CH:12]1[CH2:25][C:15]2[N:16]([CH2:34][C:35]3[CH:40]=[CH:39][CH:38]=[CH:37][N:36]=3)[C:17]3[CH:18]=[CH:19][C:20]([C:23]#[N:24])=[CH:21][C:22]=3[C:14]=2[CH2:13]1. The yield is 0.750. (3) The reactants are C[N:2]1[C:7]([CH3:8])=[C:6]([N+:9]([O-:11])=[O:10])[CH:5]=[C:4]([N+]([O-])=O)[C:3]1=O.O=C1C[CH2:21][CH:20]([NH:23][C:24](=[O:30])[O:25][C:26]([CH3:29])([CH3:28])[CH3:27])[CH2:19][CH2:18]1.N. No catalyst specified. The product is [CH3:8][C:7]1[C:6]([N+:9]([O-:11])=[O:10])=[CH:5][C:4]2[CH2:21][CH:20]([NH:23][C:24](=[O:30])[O:25][C:26]([CH3:27])([CH3:29])[CH3:28])[CH2:19][CH2:18][C:3]=2[N:2]=1. The yield is 0.280. (4) The reactants are [OH:1][C:2]1[CH:7]=[CH:6][CH:5]=[CH:4][C:3]=1[N:8]1[CH2:13][CH2:12][N:11]([CH2:14][CH2:15][C:16]([C:28]2[CH:33]=[CH:32][CH:31]=[CH:30][CH:29]=2)([C:22]2[CH:27]=[CH:26][CH:25]=[CH:24][CH:23]=2)[C:17]([N:19]([CH3:21])[CH3:20])=[O:18])[CH2:10][CH2:9]1.[C:34]([O:37][CH2:38][CH2:39]Br)(=[O:36])[CH3:35].C(=O)([O-])[O-].[K+].[K+].O. The catalyst is CN(C)C=O. The product is [C:34]([O:37][CH2:38][CH2:39][O:1][C:2]1[CH:7]=[CH:6][CH:5]=[CH:4][C:3]=1[N:8]1[CH2:13][CH2:12][N:11]([CH2:14][CH2:15][C:16]([C:28]2[CH:29]=[CH:30][CH:31]=[CH:32][CH:33]=2)([C:22]2[CH:23]=[CH:24][CH:25]=[CH:26][CH:27]=2)[C:17]([N:19]([CH3:21])[CH3:20])=[O:18])[CH2:10][CH2:9]1)(=[O:36])[CH3:35]. The yield is 0.510. (5) No catalyst specified. The yield is 0.350. The reactants are Br[CH2:2][C:3]1[CH:8]=[CH:7][CH:6]=[C:5]([O:9][CH3:10])[CH:4]=1.[O:11]1[CH:15]=[CH:14][CH:13]=[C:12]1[CH2:16][NH:17][S:18]([C:21]1[CH:29]=[CH:28][C:24]([C:25]([OH:27])=[O:26])=[CH:23][CH:22]=1)(=[O:20])=[O:19]. The product is [O:11]1[CH:15]=[CH:14][CH:13]=[C:12]1[CH2:16][N:17]([CH2:2][C:3]1[CH:8]=[CH:7][CH:6]=[C:5]([O:9][CH3:10])[CH:4]=1)[S:18]([C:21]1[CH:29]=[CH:28][C:24]([C:25]([OH:27])=[O:26])=[CH:23][CH:22]=1)(=[O:20])=[O:19].